Dataset: Reaction yield outcomes from USPTO patents with 853,638 reactions. Task: Predict the reaction yield, written as a fraction of the theoretical maximum amount of product (1.0 means a 100% yield; for example, 0.34 means a 34% yield). (1) The reactants are [C:1]([O:5][C:6]([N:8]1[CH2:13][CH2:12][CH2:11][C@H:10]([NH:14][C:15]([C:17]2[C:21]([NH:22][C:23]([NH2:25])=[O:24])=[CH:20][N:19]([C:26]3[CH:31]=[CH:30][CH:29]=[C:28]([F:32])[CH:27]=3)[CH:18]=2)=[O:16])[CH2:9]1)=[O:7])([CH3:4])([CH3:3])[CH3:2].[F:33][CH:34]([F:37])[CH2:35]N.C(OCC)(=O)C. The catalyst is C(Cl)Cl. The product is [C:1]([O:5][C:6]([N:8]1[CH2:13][CH2:12][CH2:11][C@H:10]([NH:14][C:15]([C:17]2[C:21]([NH:22][C:23]([NH:25][CH2:35][CH:34]([F:37])[F:33])=[O:24])=[CH:20][N:19]([C:26]3[CH:31]=[CH:30][CH:29]=[C:28]([F:32])[CH:27]=3)[CH:18]=2)=[O:16])[CH2:9]1)=[O:7])([CH3:4])([CH3:2])[CH3:3]. The yield is 0.570. (2) The product is [Cl:9][C:4]1[N:3]=[C:2]([I:1])[CH:7]=[C:6]([C:10]2[CH:15]=[CH:14][CH:13]=[CH:12][CH:11]=2)[N:5]=1. The yield is 0.523. The reactants are [I:1][C:2]1[CH:7]=[C:6](I)[N:5]=[C:4]([Cl:9])[N:3]=1.[C:10]1(B(O)O)[CH:15]=[CH:14][CH:13]=[CH:12][CH:11]=1.C([O-])([O-])=O.[K+].[K+]. The catalyst is O1CCOCC1.C1C=CC([P]([Pd]([P](C2C=CC=CC=2)(C2C=CC=CC=2)C2C=CC=CC=2)([P](C2C=CC=CC=2)(C2C=CC=CC=2)C2C=CC=CC=2)[P](C2C=CC=CC=2)(C2C=CC=CC=2)C2C=CC=CC=2)(C2C=CC=CC=2)C2C=CC=CC=2)=CC=1. (3) The reactants are [CH2:1]([O:8][C:9]1[CH:14]=[CH:13][C:12]([NH2:15])=[CH:11][C:10]=1[C:16]1[N:17]([CH3:22])[N:18]=[CH:19][C:20]=1[Br:21])[C:2]1[CH:7]=[CH:6][CH:5]=[CH:4][CH:3]=1.[F:23][C:24]1[CH:29]=[CH:28][C:27]([N:30]=[C:31]=[O:32])=[CH:26][CH:25]=1. The catalyst is C(Cl)Cl. The product is [CH2:1]([O:8][C:9]1[CH:14]=[CH:13][C:12]([NH:15][C:31]([NH:30][C:27]2[CH:28]=[CH:29][C:24]([F:23])=[CH:25][CH:26]=2)=[O:32])=[CH:11][C:10]=1[C:16]1[N:17]([CH3:22])[N:18]=[CH:19][C:20]=1[Br:21])[C:2]1[CH:3]=[CH:4][CH:5]=[CH:6][CH:7]=1. The yield is 0.260. (4) The reactants are Cl.Cl.[N:3]12[CH2:11][CH2:10][CH:7]([CH2:8][CH2:9]1)[NH:6][CH2:5][CH2:4]2.C(N(C(C)C)CC)(C)C.Cl[C:22](Cl)([O:24][C:25](=[O:31])OC(Cl)(Cl)Cl)Cl.[Br:33][C:34]1[CH:39]=[CH:38]C(O)=[CH:36][CH:35]=1. The catalyst is ClCCl.O1CCCC1.O. The product is [Br:33][C:34]1[CH:39]=[CH:38][C:22]([O:24][C:25]([N:6]2[CH:7]3[CH2:10][CH2:11][N:3]([CH2:9][CH2:8]3)[CH2:4][CH2:5]2)=[O:31])=[CH:36][CH:35]=1. The yield is 0.650.